From a dataset of Forward reaction prediction with 1.9M reactions from USPTO patents (1976-2016). Predict the product of the given reaction. (1) Given the reactants [Br:1][C:2]1[CH:9]=[C:8](F)[C:7]([F:11])=[CH:6][C:3]=1[C:4]#[N:5].[NH2:12][C:13](=[O:36])[C@H:14]([NH:28]C(=O)OC(C)(C)C)[CH2:15][C:16]1[CH:21]=[CH:20][C:19]([C:22]2[CH:27]=[CH:26][N:25]=[CH:24][CH:23]=2)=[CH:18][CH:17]=1.CCN(C(C)C)C(C)C.CC(O)=O, predict the reaction product. The product is: [Br:1][C:2]1[C:3]([C:4]#[N:5])=[CH:6][C:7]([F:11])=[C:8]([NH:28][C@H:14]([CH2:15][C:16]2[CH:21]=[CH:20][C:19]([C:22]3[CH:23]=[CH:24][N:25]=[CH:26][CH:27]=3)=[CH:18][CH:17]=2)[C:13]([NH2:12])=[O:36])[CH:9]=1. (2) Given the reactants [N+:1]([C:4]1[CH:9]=[CH:8][C:7]([N:10]2[CH2:15][CH2:14][NH:13][CH2:12][CH2:11]2)=[CH:6][CH:5]=1)([O-:3])=[O:2].[N:16]1[CH:21]=[CH:20][CH:19]=[C:18]([S:22](Cl)(=[O:24])=[O:23])[CH:17]=1, predict the reaction product. The product is: [N+:1]([C:4]1[CH:5]=[CH:6][C:7]([N:10]2[CH2:15][CH2:14][N:13]([S:22]([C:18]3[CH:17]=[N:16][CH:21]=[CH:20][CH:19]=3)(=[O:24])=[O:23])[CH2:12][CH2:11]2)=[CH:8][CH:9]=1)([O-:3])=[O:2]. (3) Given the reactants [Si:1]([O:8][CH:9]([C:26]1[S:27][CH2:28][CH:29]([C:31]([O:33][CH3:34])=[O:32])[N:30]=1)[CH2:10][O:11][C:12]1[CH:17]=[CH:16][C:15]([CH2:18][CH2:19][CH2:20][CH2:21][CH2:22][CH2:23][CH2:24][CH3:25])=[CH:14][CH:13]=1)([C:4]([CH3:7])([CH3:6])[CH3:5])([CH3:3])[CH3:2].BrC(Cl)(Cl)Cl.C1CCN2C(=NCCC2)CC1, predict the reaction product. The product is: [Si:1]([O:8][CH:9]([C:26]1[S:27][CH:28]=[C:29]([C:31]([O:33][CH3:34])=[O:32])[N:30]=1)[CH2:10][O:11][C:12]1[CH:17]=[CH:16][C:15]([CH2:18][CH2:19][CH2:20][CH2:21][CH2:22][CH2:23][CH2:24][CH3:25])=[CH:14][CH:13]=1)([C:4]([CH3:5])([CH3:6])[CH3:7])([CH3:3])[CH3:2]. (4) Given the reactants F[C:2](F)(F)[C:3](O)=[O:4].[CH:8]1([CH2:14][CH2:15][N:16]2[C:20]3[N:21]=[C:22]([C:25]#[N:26])[N:23]=[CH:24][C:19]=3[CH:18]=[C:17]2[CH2:27][N:28]2[C:32](=[O:33])[C:31]3([CH2:38][CH2:37][NH:36][CH2:35][CH2:34]3)[N:30]([C:39]3[CH:44]=[CH:43][CH:42]=[CH:41][CH:40]=3)[CH2:29]2)[CH2:13][CH2:12][CH2:11][CH2:10][CH2:9]1.C(OC(=O)C)(=O)C, predict the reaction product. The product is: [C:3]([N:36]1[CH2:37][CH2:38][C:31]2([N:30]([C:39]3[CH:44]=[CH:43][CH:42]=[CH:41][CH:40]=3)[CH2:29][N:28]([CH2:27][C:17]3[N:16]([CH2:15][CH2:14][CH:8]4[CH2:13][CH2:12][CH2:11][CH2:10][CH2:9]4)[C:20]4[N:21]=[C:22]([C:25]#[N:26])[N:23]=[CH:24][C:19]=4[CH:18]=3)[C:32]2=[O:33])[CH2:34][CH2:35]1)(=[O:4])[CH3:2].